From a dataset of Reaction yield outcomes from USPTO patents with 853,638 reactions. Predict the reaction yield, written as a fraction of the theoretical maximum amount of product (1.0 means a 100% yield; for example, 0.34 means a 34% yield). (1) The reactants are C([C:3]1[CH:4]=[C:5]([CH:7]=[CH:8][CH:9]=1)N)#N.[CH3:10][N:11]1[CH2:16][CH2:15][N:14]([C:17]2[CH:22]=[CH:21][N:20]=[C:19]([NH:23][C:24]3[CH:25]=[C:26]([CH:29]=[CH:30][CH:31]=3)[C:27]#[N:28])[N:18]=2)[CH:13]([C:32]2[CH:37]=[CH:36][CH:35]=[CH:34][CH:33]=2)[C:12]1=[O:38]. No catalyst specified. The product is [CH2:10]([N:11]1[CH2:16][CH2:15][N:14]([C:17]2[CH:22]=[CH:21][N:20]=[C:19]([NH:23][C:24]3[CH:25]=[C:26]([CH:29]=[CH:30][CH:31]=3)[C:27]#[N:28])[N:18]=2)[CH:13]([C:32]2[CH:33]=[CH:34][CH:35]=[CH:36][CH:37]=2)[C:12]1=[O:38])[C:3]1[CH:4]=[CH:5][CH:7]=[CH:8][CH:9]=1. The yield is 0.580. (2) The reactants are Cl[C:2]1[N:7]=[C:6]([NH:8][CH:9]2[CH2:11][CH2:10]2)[C:5]([Cl:12])=[CH:4][N:3]=1.[NH2:13][C:14]1[S:18][C:17]([C:19](=[O:21])[CH3:20])=[CH:16][CH:15]=1.C1(C)C=CC(S(O)(=O)=O)=CC=1. The catalyst is O1CCOCC1. The product is [CH:9]1([NH:8][C:6]2[C:5]([Cl:12])=[CH:4][N:3]=[C:2]([NH:13][C:14]3[S:18][C:17]([C:19](=[O:21])[CH3:20])=[CH:16][CH:15]=3)[N:7]=2)[CH2:11][CH2:10]1. The yield is 0.620. (3) The reactants are C(=O)([O-])[O-].[K+].[K+].[C:7]1(=[O:13])[NH:11][C:10](=[O:12])[CH2:9][CH2:8]1.[F:14][C:15]1[CH:22]=[CH:21][C:18]([CH2:19]Br)=[CH:17][CH:16]=1. The catalyst is CC(C)=O. The product is [F:14][C:15]1[CH:22]=[CH:21][C:18]([CH2:19][N:11]2[C:10](=[O:12])[CH2:9][CH2:8][C:7]2=[O:13])=[CH:17][CH:16]=1. The yield is 0.850.